Dataset: Catalyst prediction with 721,799 reactions and 888 catalyst types from USPTO. Task: Predict which catalyst facilitates the given reaction. (1) Reactant: [CH3:1][C:2]1[CH:3]=[C:4]([NH:17][C:18]2[N:23]=[CH:22][CH:21]=[CH:20][N:19]=2)[CH:5]=[C:6](B2OC(C)(C)C(C)(C)O2)[CH:7]=1.Br[C:25]1[CH:26]=[N:27][N:28]([CH:30]2[CH2:33][CH:32]([C:34]([O:36][CH3:37])=[O:35])[CH2:31]2)[CH:29]=1.CC(C1C=C(C(C)C)C(C2C=CC=CC=2P(C2CCCCC2)C2CCCCC2)=C(C(C)C)C=1)C.C(=O)([O-])[O-].[Cs+].[Cs+]. Product: [CH3:1][C:2]1[CH:7]=[C:6]([C:25]2[CH:26]=[N:27][N:28]([CH:30]3[CH2:33][CH:32]([C:34]([O:36][CH3:37])=[O:35])[CH2:31]3)[CH:29]=2)[CH:5]=[C:4]([NH:17][C:18]2[N:19]=[CH:20][CH:21]=[CH:22][N:23]=2)[CH:3]=1. The catalyst class is: 333. (2) Reactant: [F:1][C:2]([F:30])([F:29])[C:3]1[CH:4]=[C:5]([CH:26]=[CH:27][CH:28]=1)[CH2:6][NH:7][C:8](=[O:25])[C:9]1[CH:14]=[CH:13][N:12]=[C:11]([C:15]2[CH:20]=[C:19](F)[CH:18]=[CH:17][C:16]=2[N+:22]([O-:24])=[O:23])[CH:10]=1.[CH2:31]([S-:33])[CH3:32].[Na+]. Product: [F:30][C:2]([F:1])([F:29])[C:3]1[CH:4]=[C:5]([CH:26]=[CH:27][CH:28]=1)[CH2:6][NH:7][C:8](=[O:25])[C:9]1[CH:14]=[CH:13][N:12]=[C:11]([C:15]2[CH:20]=[C:19]([S:33][CH2:31][CH3:32])[CH:18]=[CH:17][C:16]=2[N+:22]([O-:24])=[O:23])[CH:10]=1. The catalyst class is: 16.